Dataset: Reaction yield outcomes from USPTO patents with 853,638 reactions. Task: Predict the reaction yield, written as a fraction of the theoretical maximum amount of product (1.0 means a 100% yield; for example, 0.34 means a 34% yield). (1) The reactants are [CH3:1][C@H:2]1[CH2:7][NH:6][C@@H:5]([CH3:8])[CH2:4][N:3]1[CH2:9][C:10]1[CH:15]=[CH:14][CH:13]=[CH:12][CH:11]=1.C=O.[C:18](O[BH-](OC(=O)C)OC(=O)C)(=O)C.[Na+]. The catalyst is ClCCl. The product is [CH3:18][N:6]1[CH2:7][C@H:2]([CH3:1])[N:3]([CH2:9][C:10]2[CH:15]=[CH:14][CH:13]=[CH:12][CH:11]=2)[CH2:4][C@@H:5]1[CH3:8]. The yield is 0.950. (2) The reactants are [CH:1]1[C:10]2[C:5](=[CH:6][CH:7]=[CH:8][CH:9]=2)[CH:4]=[CH:3][C:2]=1[N:11]=[C:12]=[S:13].[NH2:14][CH:15]([C:21]#[N:22])[C:16]([O:18][CH2:19][CH3:20])=[O:17]. The catalyst is CCO. The product is [NH2:22][C:21]1[S:13][C:12]([NH:11][C:2]2[CH:3]=[CH:4][C:5]3[C:10](=[CH:9][CH:8]=[CH:7][CH:6]=3)[CH:1]=2)=[N:14][C:15]=1[C:16]([O:18][CH2:19][CH3:20])=[O:17]. The yield is 0.670.